Predict the product of the given reaction. From a dataset of Forward reaction prediction with 1.9M reactions from USPTO patents (1976-2016). (1) Given the reactants FC(F)(F)C(O)=O.C([SiH](CC)CC)C.[N:15]1([C:21]2[CH:29]=[C:24]3[CH:25]=[CH:26][CH:27]=[CH:28][N:23]3[N:22]=2)[CH2:20][CH2:19][O:18][CH2:17][CH2:16]1.[CH:30]([C:32]1[N:37]=[C:36]([C:38]([O:40][CH3:41])=[O:39])[CH:35]=[CH:34][CH:33]=1)=O.C(=O)(O)[O-].[Na+], predict the reaction product. The product is: [N:15]1([C:21]2[C:29]([CH2:30][C:32]3[N:37]=[C:36]([C:38]([O:40][CH3:41])=[O:39])[CH:35]=[CH:34][CH:33]=3)=[C:24]3[CH:25]=[CH:26][CH:27]=[CH:28][N:23]3[N:22]=2)[CH2:20][CH2:19][O:18][CH2:17][CH2:16]1. (2) Given the reactants Cl[C:2]1[CH:7]=[N:6][C:5]([C:8]([O:10][CH3:11])=[O:9])=[CH:4][N:3]=1.[NH:12]1[CH2:17][CH2:16][NH:15][CH2:14][CH2:13]1, predict the reaction product. The product is: [N:12]1([C:2]2[CH:7]=[N:6][C:5]([C:8]([O:10][CH3:11])=[O:9])=[CH:4][N:3]=2)[CH2:17][CH2:16][NH:15][CH2:14][CH2:13]1. (3) Given the reactants Cl.[N:2]1([C@H:8]2[CH2:13][CH2:12][C@H:11]([C:14]([OH:16])=O)[CH2:10][CH2:9]2)[CH2:7][CH2:6][CH2:5][CH2:4][CH2:3]1.Cl.Cl.[Cl:19][C:20]1[N:25]=[C:24]2[N:26]([CH2:29][C:30]3[CH:35]=[CH:34][CH:33]=[C:32]([O:36][CH2:37][CH3:38])[CH:31]=3)[N:27]=[CH:28][C:23]2=[C:22]([N:39]2[CH2:44][CH2:43][NH:42][CH2:41][CH2:40]2)[N:21]=1.ON1C2C=CC=CC=2N=N1.Cl.C(N=C=NCCCN(C)C)C, predict the reaction product. The product is: [Cl:19][C:20]1[N:25]=[C:24]2[N:26]([CH2:29][C:30]3[CH:35]=[CH:34][CH:33]=[C:32]([O:36][CH2:37][CH3:38])[CH:31]=3)[N:27]=[CH:28][C:23]2=[C:22]([N:39]2[CH2:40][CH2:41][N:42]([C:14]([C@H:11]3[CH2:10][CH2:9][C@H:8]([N:2]4[CH2:3][CH2:4][CH2:5][CH2:6][CH2:7]4)[CH2:13][CH2:12]3)=[O:16])[CH2:43][CH2:44]2)[N:21]=1. (4) Given the reactants [Cl:1][C:2]1[C:9]([CH3:10])=[C:8](F)[CH:7]=[CH:6][C:3]=1[C:4]#[N:5].[NH2:12][C@H:13]([C:17]([OH:20])([CH3:19])[CH3:18])[C:14]([OH:16])=[O:15].C([O-])([O-])=O.[K+].[K+].C(O)(=O)CC(CC(O)=O)(C(O)=O)O, predict the reaction product. The product is: [Cl:1][C:2]1[C:9]([CH3:10])=[C:8]([NH:12][C@H:13]([C:17]([OH:20])([CH3:19])[CH3:18])[C:14]([OH:16])=[O:15])[CH:7]=[CH:6][C:3]=1[C:4]#[N:5]. (5) Given the reactants [C:1](=[O:16])([O:9][C:10]1[CH:15]=[CH:14][CH:13]=[CH:12][CH:11]=1)OC1C=CC=CC=1.[NH2:17][C@H:18]([C:26]([O-:28])=[O:27])[CH2:19]C1C=CC=CC=1.C([N+](CCCC)(CCCC)CCCC)CCC.Cl, predict the reaction product. The product is: [O:9]([C:1]([NH:17][C@H:18]([C:26]([OH:28])=[O:27])[CH3:19])=[O:16])[C:10]1[CH:11]=[CH:12][CH:13]=[CH:14][CH:15]=1. (6) Given the reactants Cl[C:2]1[N:10]=[C:9]2[C:5]([N:6]=[C:7]([C:12]3([OH:25])[CH2:17][CH2:16][CH2:15][N:14]([C:18]([O:20][C:21]([CH3:24])([CH3:23])[CH3:22])=[O:19])[CH2:13]3)[N:8]2[CH3:11])=[C:4]([N:26]2[CH2:31][CH2:30][O:29][CH2:28][CH2:27]2)[N:3]=1.[CH:32]([C:35]1[NH:36][C:37]2[CH:43]=[CH:42][CH:41]=[CH:40][C:38]=2[N:39]=1)([CH3:34])[CH3:33], predict the reaction product. The product is: [OH:25][C:12]1([C:7]2[N:8]([CH3:11])[C:9]3[C:5]([N:6]=2)=[C:4]([N:26]2[CH2:31][CH2:30][O:29][CH2:28][CH2:27]2)[N:3]=[C:2]([N:36]2[C:37]4[CH:43]=[CH:42][CH:41]=[CH:40][C:38]=4[N:39]=[C:35]2[CH:32]([CH3:34])[CH3:33])[N:10]=3)[CH2:17][CH2:16][CH2:15][N:14]([C:18]([O:20][C:21]([CH3:22])([CH3:23])[CH3:24])=[O:19])[CH2:13]1.